Dataset: Aqueous solubility values for 9,982 compounds from the AqSolDB database. Task: Regression/Classification. Given a drug SMILES string, predict its absorption, distribution, metabolism, or excretion properties. Task type varies by dataset: regression for continuous measurements (e.g., permeability, clearance, half-life) or binary classification for categorical outcomes (e.g., BBB penetration, CYP inhibition). For this dataset (solubility_aqsoldb), we predict Y. (1) The molecule is CCNC(=O)COC(=O)c1ccccc1OC(C)=O. The Y is -1.68 log mol/L. (2) The compound is CC(C)=CCCC(C)C=O. The Y is -2.45 log mol/L. (3) The compound is Cc1ccccc1N(O)C(=O)c1ccc(Cl)cc1Cl. The Y is -4.17 log mol/L. (4) The molecule is CCCCCCCC(=O)OC. The Y is -3.17 log mol/L. (5) The drug is Clc1cc(Cl)c(-c2c(Cl)c(Cl)c(Cl)c(Cl)c2Cl)c(Cl)c1. The Y is -9.48 log mol/L. (6) The Y is -4.84 log mol/L. The compound is CCCc1nc(C)c2c(=O)nc(-c3cc(S(=O)(=O)N4CCN(CC)CC4)ccc3OCC)[nH]n12. (7) The molecule is O=P([O-])([O-])[O-].[Al+3]. The Y is -4.25 log mol/L.